Dataset: Full USPTO retrosynthesis dataset with 1.9M reactions from patents (1976-2016). Task: Predict the reactants needed to synthesize the given product. (1) Given the product [OH:16][CH2:1][CH:2]1[CH2:8][O:7][CH2:6][CH2:5][N:4]([C:9]([O:11][C:12]([CH3:15])([CH3:14])[CH3:13])=[O:10])[CH2:3]1, predict the reactants needed to synthesize it. The reactants are: [CH2:1]=[C:2]1[CH2:8][O:7][CH2:6][CH2:5][N:4]([C:9]([O:11][C:12]([CH3:15])([CH3:14])[CH3:13])=[O:10])[CH2:3]1.[O:16]1CCCC1.B.[OH-].[Na+].OO. (2) Given the product [C:2]([C:4]1([NH:7][C:8]([C@@H:10]2[CH2:14][C@@H:13]([S:15]([C:18]3[CH:23]=[CH:22][CH:21]=[CH:20][C:19]=3[C:24]([F:27])([F:25])[F:26])(=[O:17])=[O:16])[CH2:12][N:11]2[C:30](=[O:31])[C:29]([F:40])([F:39])[F:28])=[O:9])[CH2:5][CH2:6]1)#[N:3], predict the reactants needed to synthesize it. The reactants are: Cl.[C:2]([C:4]1([NH:7][C:8]([C@@H:10]2[CH2:14][C@@H:13]([S:15]([C:18]3[CH:23]=[CH:22][CH:21]=[CH:20][C:19]=3[C:24]([F:27])([F:26])[F:25])(=[O:17])=[O:16])[CH2:12][NH:11]2)=[O:9])[CH2:6][CH2:5]1)#[N:3].[F:28][C:29]([F:40])([F:39])[C:30](O[C:30](=[O:31])[C:29]([F:40])([F:39])[F:28])=[O:31]. (3) Given the product [N:12]([CH2:8][C:5]1[CH:6]=[CH:7][C:2]([Cl:1])=[CH:3][C:4]=1[O:10][CH3:11])=[N+:13]=[N-:14], predict the reactants needed to synthesize it. The reactants are: [Cl:1][C:2]1[CH:7]=[CH:6][C:5]([CH2:8]Cl)=[C:4]([O:10][CH3:11])[CH:3]=1.[N-:12]=[N+:13]=[N-:14].[Na+].O. (4) Given the product [CH2:1]([NH:5][N:6]1[C:15]2[C:10](=[CH:11][CH:12]=[CH:13][CH:14]=2)[C:9]([OH:16])=[C:8]([C:17]2[NH:22][C:21]3[CH:23]=[CH:24][CH:25]=[CH:26][C:20]=3[S:19](=[O:28])(=[O:27])[N:18]=2)[C:7]1=[O:29])[CH2:2][CH2:3][CH3:4], predict the reactants needed to synthesize it. The reactants are: [CH:1](=[N:5][N:6]1[C:15]2[C:10](=[CH:11][CH:12]=[CH:13][CH:14]=2)[C:9]([OH:16])=[C:8]([C:17]2[NH:22][C:21]3[CH:23]=[CH:24][CH:25]=[CH:26][C:20]=3[S:19](=[O:28])(=[O:27])[N:18]=2)[C:7]1=[O:29])[CH2:2][CH2:3][CH3:4].CO.[BH4-].[Li+].Cl.